From a dataset of Catalyst prediction with 721,799 reactions and 888 catalyst types from USPTO. Predict which catalyst facilitates the given reaction. (1) Reactant: [N+]([C:4]1[CH:11]=[C:10]([C:12]([F:15])([F:14])[F:13])[CH:9]=[CH:8][C:5]=1[C:6]#[N:7])([O-])=O.[C:16]([O:20][CH3:21])(=[O:19])[CH2:17][SH:18].CN1C(=O)CCC1.O.[OH-].[Li+]. Product: [C:16]([C:17]1[S:18][C:4]2[CH:11]=[C:10]([C:12]([F:15])([F:14])[F:13])[CH:9]=[CH:8][C:5]=2[C:6]=1[NH2:7])([O:20][CH3:21])=[O:19]. The catalyst class is: 6. (2) Reactant: [CH3:1][C:2]1[N:6]([CH2:7][C:8]2[CH:13]=[CH:12][CH:11]=[C:10]([C:14]([F:17])([F:16])[F:15])[C:9]=2[CH3:18])[C:5]2[CH:19]=[C:20]([N:25]3[CH2:30][CH2:29][O:28][CH2:27][CH2:26]3)[CH:21]=[C:22]([CH2:23][OH:24])[C:4]=2[N:3]=1.[H-].[Na+].[CH3:33]I.O. Product: [CH3:1][C:2]1[N:6]([CH2:7][C:8]2[CH:13]=[CH:12][CH:11]=[C:10]([C:14]([F:15])([F:17])[F:16])[C:9]=2[CH3:18])[C:5]2[CH:19]=[C:20]([N:25]3[CH2:26][CH2:27][O:28][CH2:29][CH2:30]3)[CH:21]=[C:22]([CH2:23][O:24][CH3:33])[C:4]=2[N:3]=1. The catalyst class is: 9. (3) Reactant: C(OC([N:11]1[CH2:14][CH2:13][C@H:12]1[CH2:15][O:16][C:17]1[CH:18]=[C:19]([C:23]2[CH:24]=[C:25]([CH2:29][CH2:30][OH:31])[CH:26]=[CH:27][CH:28]=2)[CH:20]=[N:21][CH:22]=1)=O)C1C=CC=CC=1. Product: [NH:11]1[CH2:14][CH2:13][C@H:12]1[CH2:15][O:16][C:17]1[CH:18]=[C:19]([C:23]2[CH:24]=[C:25]([CH2:29][CH2:30][OH:31])[CH:26]=[CH:27][CH:28]=2)[CH:20]=[N:21][CH:22]=1. The catalyst class is: 19. (4) Reactant: [N:1]1[CH:6]=[CH:5][CH:4]=[CH:3][C:2]=1[C@H:7]([OH:9])[CH3:8].[CH3:10][S:11](Cl)(=[O:13])=[O:12]. Product: [CH3:10][S:11]([O:9][C@@H:7]([C:2]1[CH:3]=[CH:4][CH:5]=[CH:6][N:1]=1)[CH3:8])(=[O:13])=[O:12]. The catalyst class is: 112.